Dataset: PAMPA (Parallel Artificial Membrane Permeability Assay) permeability data from NCATS. Task: Regression/Classification. Given a drug SMILES string, predict its absorption, distribution, metabolism, or excretion properties. Task type varies by dataset: regression for continuous measurements (e.g., permeability, clearance, half-life) or binary classification for categorical outcomes (e.g., BBB penetration, CYP inhibition). Dataset: pampa_ncats. (1) The compound is CCOC(=O)C1=CC=C(C=C1)NC(=O)C2=C(C3=CC4=C(C5CCN4CC5)N=C3S2)N. The result is 1 (high permeability). (2) The result is 1 (high permeability). The compound is C1=CC2=C(C=C1Cl)/C(=C\C3=CC(=C(C(=C3)Cl)O)Cl)/C(=O)N2.